Dataset: Forward reaction prediction with 1.9M reactions from USPTO patents (1976-2016). Task: Predict the product of the given reaction. (1) Given the reactants C(O)(C(F)(F)F)=O.C(O[C:13](=[O:43])[NH:14][C@@H:15]1[CH2:20][CH2:19][CH2:18][CH2:17][C@@H:16]1[C:21]([N:23]1[C@@H:32]2[C@@H:27]([C@H:28]([C:37]3[CH:42]=[CH:41][CH:40]=[CH:39][CH:38]=3)[NH:29][C:30]3[CH:36]=[CH:35][CH:34]=[CH:33][C:31]=32)[CH2:26][CH2:25][CH2:24]1)=[O:22])(C)(C)C.[OH-].[Na+].C(Cl)(=O)[C:47]1[CH:52]=[CH:51][CH:50]=[CH:49][CH:48]=1, predict the reaction product. The product is: [C:37]1([C@@H:28]2[NH:29][C:30]3[CH:36]=[CH:35][CH:34]=[CH:33][C:31]=3[C@H:32]3[C@@H:27]2[CH2:26][CH2:25][CH2:24][N:23]3[C:21]([C@H:16]2[CH2:17][CH2:18][CH2:19][CH2:20][C@H:15]2[NH:14][C:13](=[O:43])[C:47]2[CH:52]=[CH:51][CH:50]=[CH:49][CH:48]=2)=[O:22])[CH:38]=[CH:39][CH:40]=[CH:41][CH:42]=1. (2) Given the reactants [OH:1][C:2]1[CH:3]=[C:4]([C:11]([OH:13])=O)[C:5](=[CH:9][CH:10]=1)[C:6]([OH:8])=O.C(N1C=CN=C1)(N1C=CN=C1)=O.[CH3:26][O:27][CH2:28][CH2:29][NH2:30], predict the reaction product. The product is: [OH:1][C:2]1[CH:3]=[C:4]2[C:5](=[CH:9][CH:10]=1)[C:6](=[O:8])[N:30]([CH2:29][CH2:28][O:27][CH3:26])[C:11]2=[O:13]. (3) Given the reactants C(OC([NH:11][S:12]([N:15]([CH2:39][C:40]([O:42][CH2:43][CH3:44])=[O:41])[C@H:16]1[CH2:21][CH2:20][C@H:19]([O:22][CH:23]2[CH2:28][CH2:27][N:26](C(OCC3C=CC=CC=3)=O)[CH2:25][CH2:24]2)[CH2:18][CH2:17]1)(=[O:14])=[O:13])=O)C1C=CC=CC=1, predict the reaction product. The product is: [NH:26]1[CH2:27][CH2:28][CH:23]([O:22][C@H:19]2[CH2:18][CH2:17][C@H:16]([N:15]([S:12](=[O:13])(=[O:14])[NH2:11])[CH2:39][C:40]([O:42][CH2:43][CH3:44])=[O:41])[CH2:21][CH2:20]2)[CH2:24][CH2:25]1. (4) Given the reactants Cl.Cl.[O:3]1[C:8]2=[CH:9][CH:10]=[CH:11][C:7]2=[CH:6][C:5]([CH:12]2[CH2:17][CH2:16][CH2:15][CH2:14][N:13]2[CH2:18][CH2:19][C@H:20]2[CH2:25][CH2:24][C@H:23]([NH2:26])[CH2:22][CH2:21]2)=[CH:4]1.[N:27]1[C:36]2[C:31](=[CH:32][C:33]([C:37](O)=[O:38])=[CH:34][CH:35]=2)[CH:30]=[CH:29][CH:28]=1, predict the reaction product. The product is: [O:3]1[C:8]2=[CH:9][CH:10]=[CH:11][C:7]2=[CH:6][C:5]([CH:12]2[CH2:17][CH2:16][CH2:15][CH2:14][N:13]2[CH2:18][CH2:19][C@H:20]2[CH2:21][CH2:22][C@H:23]([NH:26][C:37]([C:33]3[CH:32]=[C:31]4[C:36](=[CH:35][CH:34]=3)[N:27]=[CH:28][CH:29]=[CH:30]4)=[O:38])[CH2:24][CH2:25]2)=[CH:4]1. (5) Given the reactants [Br:1][C:2]1[C:3]2[C:4]([S:19][C:20]3[CH:25]=[CH:24][C:23]([Cl:26])=[CH:22][CH:21]=3)=[C:5]3[CH:14]([CH2:15][C:16]([OH:18])=[O:17])[CH2:13][CH2:12][N:6]3[C:7]=2[CH:8]=[C:9](I)[CH:10]=1.[CH3:27]COC(C)=O, predict the reaction product. The product is: [Br:1][C:2]1[C:3]2[C:4]([S:19][C:20]3[CH:25]=[CH:24][C:23]([Cl:26])=[CH:22][CH:21]=3)=[C:5]3[CH:14]([CH2:15][C:16]([O:18][CH3:27])=[O:17])[CH2:13][CH2:12][N:6]3[C:7]=2[CH:8]=[CH:9][CH:10]=1. (6) The product is: [N:1]1[CH:6]=[CH:5][CH:4]=[CH:3][C:2]=1[C:7](=[N:10][NH2:11])[NH2:8]. Given the reactants [N:1]1[CH:6]=[CH:5][CH:4]=[CH:3][C:2]=1[C:7]#[N:8].O.[NH2:10][NH2:11], predict the reaction product. (7) The product is: [CH:27]1([NH:33][CH:23]2[CH2:22][CH2:21][N:20]([CH2:19][C:17]3[CH:16]=[CH:15][N:14]=[C:13]([C:5]4[CH:4]=[C:3]([O:2][CH3:1])[C:8]([O:9][CH3:10])=[C:7]([O:11][CH3:12])[CH:6]=4)[CH:18]=3)[CH2:25][CH2:24]2)[CH2:32][CH2:31][CH2:30][CH2:29][CH2:28]1. Given the reactants [CH3:1][O:2][C:3]1[CH:4]=[C:5]([C:13]2[CH:18]=[C:17]([CH2:19][N:20]3[CH2:25][CH2:24][C:23](=O)[CH2:22][CH2:21]3)[CH:16]=[CH:15][N:14]=2)[CH:6]=[C:7]([O:11][CH3:12])[C:8]=1[O:9][CH3:10].[CH:27]1([NH2:33])[CH2:32][CH2:31][CH2:30][CH2:29][CH2:28]1, predict the reaction product. (8) Given the reactants [NH2:1][C:2]1[C:10]2[C:5](=[CH:6][CH:7]=[CH:8][CH:9]=2)[C:4]([C:18]2[CH:23]=[CH:22][C:21]([OH:24])=[CH:20][CH:19]=2)([C:11]2[CH:16]=[CH:15][C:14]([OH:17])=[CH:13][CH:12]=2)[N:3]=1.C(N(CC)CC)C.[C:32]([O:36][C:37](O[C:37]([O:36][C:32]([CH3:35])([CH3:34])[CH3:33])=[O:38])=[O:38])([CH3:35])([CH3:34])[CH3:33].ClCCl, predict the reaction product. The product is: [C:32]([O:36][C:37](=[O:38])[NH:1][C:2]1[C:10]2[C:5](=[CH:6][CH:7]=[CH:8][CH:9]=2)[C:4]([C:18]2[CH:19]=[CH:20][C:21]([OH:24])=[CH:22][CH:23]=2)([C:11]2[CH:16]=[CH:15][C:14]([OH:17])=[CH:13][CH:12]=2)[N:3]=1)([CH3:35])([CH3:34])[CH3:33]. (9) Given the reactants [CH3:1][O:2][C:3]1[C:8]2[N:9]=[CH:10][S:11][C:7]=2[CH:6]=[CH:5][CH:4]=1.C(O[C:17](=O)[NH:18][C@@H:19]1[CH2:24][CH2:23][C@@H:22]([CH:25]=[O:26])[O:21][CH2:20]1)(C)(C)C.[O:28]=[C:29]1[NH:34][C:33]2[CH:35]=[C:36](C=O)[CH:37]=[CH:38][C:32]=2[S:31][CH2:30]1, predict the reaction product. The product is: [CH3:1][O:2][C:3]1[C:8]2[N:9]=[C:10]([C:25]([C@H:22]3[O:21][CH2:20][C@H:19]([NH:18][CH2:17][C:36]4[CH:37]=[CH:38][C:32]5[S:31][CH2:30][C:29](=[O:28])[NH:34][C:33]=5[CH:35]=4)[CH2:24][CH2:23]3)=[O:26])[S:11][C:7]=2[CH:6]=[CH:5][CH:4]=1.